Dataset: Reaction yield outcomes from USPTO patents with 853,638 reactions. Task: Predict the reaction yield, written as a fraction of the theoretical maximum amount of product (1.0 means a 100% yield; for example, 0.34 means a 34% yield). (1) The reactants are Cl[CH2:2][C:3]1[C:4]([S:9][CH:10]2[CH2:14][CH2:13][CH2:12][CH2:11]2)=[N:5][CH:6]=[CH:7][CH:8]=1.C[O:16][C:17](=[O:30])[CH2:18][C:19]1[C:23]2[CH:24]=[CH:25][C:26]([OH:29])=[C:27]([CH3:28])[C:22]=2[O:21][CH:20]=1. No catalyst specified. The product is [CH:10]1([S:9][C:4]2[C:3]([CH2:2][O:29][C:26]3[CH:25]=[CH:24][C:23]4[C:19]([CH2:18][C:17]([OH:30])=[O:16])=[CH:20][O:21][C:22]=4[C:27]=3[CH3:28])=[CH:8][CH:7]=[CH:6][N:5]=2)[CH2:14][CH2:13][CH2:12][CH2:11]1. The yield is 0.830. (2) The yield is 1.00. The product is [ClH:51].[F:1][C:2]1[CH:7]=[CH:6][C:5]([C:8]2[C:9]([N:14]3[CH2:15][CH2:16][N:17]([CH2:31][C:29]4[CH:28]=[N:27][N:26]([C:20]5[CH:21]=[CH:22][CH:23]=[CH:24][CH:25]=5)[CH:30]=4)[CH2:18][CH2:19]3)=[N:10][CH:11]=[CH:12][N:13]=2)=[CH:4][CH:3]=1. No catalyst specified. The reactants are [F:1][C:2]1[CH:7]=[CH:6][C:5]([C:8]2[C:9]([N:14]3[CH2:19][CH2:18][NH:17][CH2:16][CH2:15]3)=[N:10][CH:11]=[CH:12][N:13]=2)=[CH:4][CH:3]=1.[C:20]1([N:26]2[CH:30]=[C:29]([CH:31]=O)[CH:28]=[N:27]2)[CH:25]=[CH:24][CH:23]=[CH:22][CH:21]=1.C(O[BH-](OC(=O)C)OC(=O)C)(=O)C.[Na+].C(O)(=O)C.[Cl:51]CCCl. (3) The reactants are [Si:1]([O:8][CH:9]([C:22]1[O:23][C:24]([Sn](CCCC)(CCCC)CCCC)=[CH:25][N:26]=1)[CH2:10][CH2:11][CH2:12][CH2:13][CH2:14][CH2:15][C:16]1[CH:21]=[CH:20][CH:19]=[CH:18][CH:17]=1)([C:4]([CH3:7])([CH3:6])[CH3:5])([CH3:3])[CH3:2].I[C:41]1[CH:46]=[CH:45][CH:44]=[CH:43][C:42]=1[O:47][CH3:48]. No catalyst specified. The product is [Si:1]([O:8][CH:9]([C:22]1[O:23][C:24]([C:41]2[CH:46]=[CH:45][CH:44]=[CH:43][C:42]=2[O:47][CH3:48])=[CH:25][N:26]=1)[CH2:10][CH2:11][CH2:12][CH2:13][CH2:14][CH2:15][C:16]1[CH:21]=[CH:20][CH:19]=[CH:18][CH:17]=1)([C:4]([CH3:7])([CH3:5])[CH3:6])([CH3:2])[CH3:3]. The yield is 0.770.